Dataset: Retrosynthesis with 50K atom-mapped reactions and 10 reaction types from USPTO. Task: Predict the reactants needed to synthesize the given product. (1) Given the product N#CCC1(c2ccc(Br)cc2)CC1, predict the reactants needed to synthesize it. The reactants are: BrCC1(c2ccc(Br)cc2)CC1.[C-]#N. (2) Given the product C[C@H]1CN(c2ncc(-c3cc4ccccc4o3)cc2C=O)C[C@@H](C)O1, predict the reactants needed to synthesize it. The reactants are: C[C@H]1CN(c2ncc(Br)cc2C=O)C[C@@H](C)O1.OB(O)c1cc2ccccc2o1. (3) The reactants are: CCS(=O)(=O)N1CCC(c2c[nH]c3c(C(N)=O)cc(-c4cccc(CO)c4)cc23)CC1. Given the product CCS(=O)(=O)N1CCC(c2c[nH]c3c(C(N)=O)cc(-c4cccc(C=O)c4)cc23)CC1, predict the reactants needed to synthesize it. (4) Given the product OC1CCN(c2nccnc2OC2CCN(c3ccc4ccccc4n3)CC2)CC1, predict the reactants needed to synthesize it. The reactants are: Clc1nccnc1OC1CCN(c2ccc3ccccc3n2)CC1.OC1CCNCC1. (5) Given the product O=C(NCc1cccs1)c1ccc(F)nc1F, predict the reactants needed to synthesize it. The reactants are: NCc1cccs1.O=C(O)c1ccc(F)nc1F. (6) Given the product O=C(Nc1ccc(SC(F)(F)F)cc1)c1cnc(N2CC[C@H](O)C2)c(-c2cncnc2)c1, predict the reactants needed to synthesize it. The reactants are: O=C(Nc1ccc(SC(F)(F)F)cc1)c1cnc(N2CC[C@H](O)C2)c(Br)c1.OB(O)c1cncnc1.